This data is from Catalyst prediction with 721,799 reactions and 888 catalyst types from USPTO. The task is: Predict which catalyst facilitates the given reaction. (1) Reactant: [CH3:1][N:2]1[C:6]2[C:7]([Br:12])=[C:8]([NH2:11])[CH:9]=[CH:10][C:5]=2[N:4]=[CH:3]1.[NH3:13]. Product: [CH3:1][N:2]1[C:6]2[C:7]([Br:12])=[C:8]([NH:11][C:1]3[NH:13][CH2:5][CH2:6][N:2]=3)[CH:9]=[CH:10][C:5]=2[N:4]=[CH:3]1. The catalyst class is: 619. (2) Reactant: [Br:1][C:2]1[CH:18]=[CH:17][C:5]([CH2:6][C@@:7]2([C:13]([O:15]C)=O)[CH2:11][C@@H:10]([OH:12])[CH2:9][NH:8]2)=[CH:4][CH:3]=1.C([O-])([O-])=O.[K+].[K+].[Cl:25][C:26]1[CH:27]=[C:28]([N:33]=[C:34]=[O:35])[CH:29]=[C:30]([Cl:32])[CH:31]=1. Product: [Br:1][C:2]1[CH:3]=[CH:4][C:5]([CH2:6][C@@:7]23[CH2:11][C@@H:10]([OH:12])[CH2:9][N:8]2[C:34](=[O:35])[N:33]([C:28]2[CH:29]=[C:30]([Cl:32])[CH:31]=[C:26]([Cl:25])[CH:27]=2)[C:13]3=[O:15])=[CH:17][CH:18]=1. The catalyst class is: 3. (3) Reactant: N1([C:6]([N:8]2[CH2:13][CH2:12][N:11]([C:14](=[O:23])[CH2:15][CH2:16][C:17]3[CH:22]=[CH:21][CH:20]=[CH:19][CH:18]=3)[CH2:10][CH2:9]2)=[O:7])C=CN=C1.CI.C(N(CC)CC)C.[CH2:33]([O:40][C:41]1[C:50]2[C:45](=[CH:46][CH:47]=[CH:48][CH:49]=2)[N:44]=[C:43]([CH2:51][OH:52])[C:42]=1[CH3:53])[C:34]1[CH:39]=[CH:38][CH:37]=[CH:36][CH:35]=1. Product: [C:17]1([CH2:16][CH2:15][C:14]([N:11]2[CH2:12][CH2:13][N:8]([C:6]([O:52][CH2:51][C:43]3[C:42]([CH3:53])=[C:41]([O:40][CH2:33][C:34]4[CH:35]=[CH:36][CH:37]=[CH:38][CH:39]=4)[C:50]4[C:45](=[CH:46][CH:47]=[CH:48][CH:49]=4)[N:44]=3)=[O:7])[CH2:9][CH2:10]2)=[O:23])[CH:22]=[CH:21][CH:20]=[CH:19][CH:18]=1. The catalyst class is: 10. (4) Reactant: CC(C)([O-])C.[K+].[CH:7]([O:10][CH2:11][CH2:12][OH:13])([CH3:9])[CH3:8].[Cl:14][C:15]1[CH:23]=[CH:22][C:21](F)=[CH:20][C:16]=1[C:17]([OH:19])=[O:18].Cl. Product: [Cl:14][C:15]1[CH:23]=[CH:22][C:21]([O:13][CH2:12][CH2:11][O:10][CH:7]([CH3:9])[CH3:8])=[CH:20][C:16]=1[C:17]([OH:19])=[O:18]. The catalyst class is: 179. (5) Reactant: Cl[C:2]1[N:7]=[C:6]([NH:8][C:9]2[CH:14]=[CH:13][C:12]([C:15]3[N:16]=[CH:17][S:18][CH:19]=3)=[C:11]([F:20])[CH:10]=2)[C:5]([C:21]([OH:23])=O)=[CH:4][N:3]=1.[CH:24]1[CH:25]=[CH:26][C:27]2[N:32]([OH:33])[N:31]=[N:30][C:28]=2[CH:29]=1.C(Cl)CCl.[NH3:38]. Product: [N:32]1([O:33][C:2]2[N:7]=[C:6]([NH:8][C:9]3[CH:14]=[CH:13][C:12]([C:15]4[N:16]=[CH:17][S:18][CH:19]=4)=[C:11]([F:20])[CH:10]=3)[C:5]([C:21]([NH2:38])=[O:23])=[CH:4][N:3]=2)[C:27]2[CH:26]=[CH:25][CH:24]=[CH:29][C:28]=2[N:30]=[N:31]1. The catalyst class is: 173. (6) Reactant: [CH2:1]([N:3]1[CH:7]=[C:6]([C:8]2[S:12][C:11](N)=[N:10][N:9]=2)[CH:5]=[N:4]1)[CH3:2].CC(O)=O.N([O-])=O.[Na+].[ClH:22]. Product: [Cl:22][C:11]1[S:12][C:8]([C:6]2[CH:5]=[N:4][N:3]([CH2:1][CH3:2])[CH:7]=2)=[N:9][N:10]=1. The catalyst class is: 6. (7) Reactant: [NH:1]1[C:9]2[C:4](=[CH:5][CH:6]=[CH:7][CH:8]=2)[CH2:3][C:2]1=[O:10].[Cl:11][CH:12]([CH3:24])[CH2:13][C:14]1[CH:15]=[C:16]2[C:20](=[CH:21][CH:22]=1)[NH:19][C:18](=[O:23])[CH2:17]2.[CH3:25][O:26][C:27]1[CH:32]=[CH:31][CH:30]=[CH:29][C:28]=1[N:33]1[CH2:38][CH2:37][NH:36][CH2:35][CH2:34]1.C(N(CC)CC)C. Product: [Cl:11][CH:12]([CH3:24])[CH2:13][C:14]1[CH:15]=[C:16]2[C:20](=[CH:21][CH:22]=1)[NH:19][C:18](=[O:23])[CH2:17]2.[ClH:11].[CH3:25][O:26][C:27]1[CH:32]=[CH:31][CH:30]=[CH:29][C:28]=1[N:33]1[CH2:38][CH2:37][N:36]([CH:17]([CH3:16])[C:18]([C:6]2[CH:5]=[C:4]3[C:9](=[CH:8][CH:7]=2)[NH:1][C:2](=[O:10])[CH2:3]3)=[O:23])[CH2:35][CH2:34]1. The catalyst class is: 10.